This data is from Reaction yield outcomes from USPTO patents with 853,638 reactions. The task is: Predict the reaction yield, written as a fraction of the theoretical maximum amount of product (1.0 means a 100% yield; for example, 0.34 means a 34% yield). (1) The reactants are [N:1]1[C:10]2[C:5](=[CH:6][CH:7]=[CH:8][CH:9]=2)[C:4]([CH2:11]O)=[CH:3][CH:2]=1.N1C2C(=CC=CC=2)C=C(CO)C=1.O=S(Cl)[Cl:27]. The catalyst is C(Cl)Cl. The product is [ClH:27].[Cl:27][CH2:11][C:4]1[C:5]2[C:10](=[CH:9][CH:8]=[CH:7][CH:6]=2)[N:1]=[CH:2][CH:3]=1. The yield is 0.650. (2) The reactants are Br[C:2]1[CH:3]=[CH:4][C:5]2[NH:6][C:7]3[C:12]([C:13]=2[CH:14]=1)=[CH:11][CH:10]=[CH:9][CH:8]=3.[C:15]([Cu])#[N:16].O. The catalyst is CN1CCCC1=O. The product is [CH:4]1[C:5]2[NH:6][C:7]3[C:12](=[CH:11][CH:10]=[CH:9][CH:8]=3)[C:13]=2[CH:14]=[C:2]([C:15]#[N:16])[CH:3]=1. The yield is 0.880. (3) The reactants are [F:1][C:2]1[CH:15]=[CH:14][C:5]([O:6][C:7]2[CH:12]=[CH:11][C:10](I)=[CH:9][N:8]=2)=[CH:4][CH:3]=1.[B:16]1([B:16]2[O:20][C:19]([CH3:22])([CH3:21])[C:18]([CH3:24])([CH3:23])[O:17]2)[O:20][C:19]([CH3:22])([CH3:21])[C:18]([CH3:24])([CH3:23])[O:17]1.CC([O-])=O.[K+]. The catalyst is C1C=CC(P(C2C=CC=CC=2)[C-]2C=CC=C2)=CC=1.C1C=CC(P(C2C=CC=CC=2)[C-]2C=CC=C2)=CC=1.Cl[Pd]Cl.[Fe+2]. The product is [F:1][C:2]1[CH:15]=[CH:14][C:5]([O:6][C:7]2[CH:12]=[CH:11][C:10]([B:16]3[O:20][C:19]([CH3:22])([CH3:21])[C:18]([CH3:24])([CH3:23])[O:17]3)=[CH:9][N:8]=2)=[CH:4][CH:3]=1. The yield is 0.670. (4) The reactants are [Cl:1][C:2]1[CH:7]=[CH:6][CH:5]=[CH:4][C:3]=1[O:8][CH2:9][C:10]1[S:14][C:13]([NH:15][C:16]([C:18]2[CH:19]=[C:20]3[C:25](=[CH:26][CH:27]=2)[CH2:24][NH:23][CH2:22][CH2:21]3)=[O:17])=[N:12][N:11]=1.C(N(CC)CC)C.[CH:35](=O)[CH2:36][CH3:37].C(O)(=O)C. The catalyst is C(Cl)Cl. The product is [Cl:1][C:2]1[CH:7]=[CH:6][CH:5]=[CH:4][C:3]=1[O:8][CH2:9][C:10]1[S:14][C:13]([NH:15][C:16]([C:18]2[CH:19]=[C:20]3[C:25](=[CH:26][CH:27]=2)[CH2:24][N:23]([CH2:35][CH2:36][CH3:37])[CH2:22][CH2:21]3)=[O:17])=[N:12][N:11]=1. The yield is 0.580. (5) The reactants are [CH2:1]([O:3][CH:4]([O:8][CH2:9][CH3:10])[C@@H:5]([NH2:7])[CH3:6])[CH3:2].[N:11]1[C:20]2[CH:19]=[CH:18][CH:17]=[C:16]([CH:21]=O)[C:15]=2[N:14]=[CH:13][CH:12]=1. No catalyst specified. The product is [CH2:1]([O:3][CH:4]([O:8][CH2:9][CH3:10])[C@@H:5]([NH:7][CH2:21][C:16]1[CH:17]=[CH:18][CH:19]=[C:20]2[C:15]=1[N:14]=[CH:13][CH:12]=[N:11]2)[CH3:6])[CH3:2]. The yield is 0.780.